From a dataset of Full USPTO retrosynthesis dataset with 1.9M reactions from patents (1976-2016). Predict the reactants needed to synthesize the given product. (1) Given the product [Cl:3][C:7]1[C:16]2[C:11](=[CH:12][N:13]=[CH:14][CH:15]=2)[C:10]2[CH:17]=[CH:18][C:19]([C:21]#[N:22])=[CH:20][C:9]=2[N:8]=1, predict the reactants needed to synthesize it. The reactants are: P(Cl)(Cl)([Cl:3])=O.O=[C:7]1[C:16]2[C:11](=[CH:12][N:13]=[CH:14][CH:15]=2)[C:10]2[CH:17]=[CH:18][C:19]([C:21]#[N:22])=[CH:20][C:9]=2[NH:8]1. (2) Given the product [Cl:27][C:21]1[CH:20]=[C:19]([C:16]2[CH:17]=[CH:18][N:14]([C@@H:12]([CH3:13])[CH2:11][NH:10][C:7]([C:5]3[N:6]=[C:2]([CH3:1])[NH:3][CH:4]=3)=[O:9])[N:15]=2)[CH:26]=[CH:25][C:22]=1[C:23]#[N:24], predict the reactants needed to synthesize it. The reactants are: [CH3:1][C:2]1[NH:3][CH:4]=[C:5]([C:7]([OH:9])=O)[N:6]=1.[NH2:10][CH2:11][C@@H:12]([N:14]1[CH:18]=[CH:17][C:16]([C:19]2[CH:26]=[CH:25][C:22]([C:23]#[N:24])=[C:21]([Cl:27])[CH:20]=2)=[N:15]1)[CH3:13]. (3) Given the product [C:8]1([S:5]([CH:4]2[CH:3]([C:2]([F:1])([F:14])[F:15])[O:18]2)(=[O:6])=[O:7])[CH:9]=[CH:10][CH:11]=[CH:12][CH:13]=1, predict the reactants needed to synthesize it. The reactants are: [F:1][C:2]([F:15])([F:14])[CH:3]=[CH:4][S:5]([C:8]1[CH:13]=[CH:12][CH:11]=[CH:10][CH:9]=1)(=[O:7])=[O:6].C(OO)(=[O:18])C.C(=O)([O-])[O-].[K+].[K+]. (4) Given the product [Br:13][C:14]1[CH:20]=[C:19]([F:21])[C:17]([NH:18][C:2]([NH:46][NH:45][C:43](=[O:44])[CH2:42][C@@H:39]2[CH2:40][CH2:41][N:37]([C:35]([CH:32]3[CH2:34][CH2:33]3)=[O:36])[CH2:38]2)=[O:4])=[C:16]([Cl:22])[CH:15]=1, predict the reactants needed to synthesize it. The reactants are: Cl[C:2](Cl)([O:4]C(=O)OC(Cl)(Cl)Cl)Cl.[Br:13][C:14]1[CH:20]=[C:19]([F:21])[C:17]([NH2:18])=[C:16]([Cl:22])[CH:15]=1.CCN(C(C)C)C(C)C.[CH:32]1([C:35]([N:37]2[CH2:41][CH2:40][C@@H:39]([CH2:42][C:43]([NH:45][NH2:46])=[O:44])[CH2:38]2)=[O:36])[CH2:34][CH2:33]1. (5) Given the product [Cl:17][C:18]1[CH:19]=[CH:20][C:21]([C:24]2[N:25]=[C:26]([C:29]3[CH:34]=[CH:33][CH:32]=[C:31]([F:35])[N:30]=3)[S:27][C:28]=2[C:2]2[CH:7]=[CH:6][C:5]([S:8]([NH2:11])(=[O:10])=[O:9])=[CH:4][CH:3]=2)=[CH:22][CH:23]=1, predict the reactants needed to synthesize it. The reactants are: Br[C:2]1[CH:7]=[CH:6][C:5]([S:8]([NH2:11])(=[O:10])=[O:9])=[CH:4][CH:3]=1.C([O-])(=O)C.[K+].[Cl:17][C:18]1[CH:23]=[CH:22][C:21]([C:24]2[N:25]=[C:26]([C:29]3[CH:34]=[CH:33][CH:32]=[C:31]([F:35])[N:30]=3)[S:27][CH:28]=2)=[CH:20][CH:19]=1.